Task: Predict the reactants needed to synthesize the given product.. Dataset: Full USPTO retrosynthesis dataset with 1.9M reactions from patents (1976-2016) (1) Given the product [CH2:1]([O:8][C:9]([N:11]1[CH2:15][C@@H:14]([F:31])[CH2:13][C@H:12]1[C:17]([O:19][CH3:20])=[O:18])=[O:10])[C:2]1[CH:7]=[CH:6][CH:5]=[CH:4][CH:3]=1, predict the reactants needed to synthesize it. The reactants are: [CH2:1]([O:8][C:9]([N:11]1[CH2:15][C@H:14](O)[CH2:13][C@H:12]1[C:17]([O:19][CH3:20])=[O:18])=[O:10])[C:2]1[CH:7]=[CH:6][CH:5]=[CH:4][CH:3]=1.[F-].[Na+].C(N(/C(/F)=C(\F)/C(F)(F)[F:31])CC)C.C(N(C(F)(F)C(F)C(F)(F)F)CC)C. (2) Given the product [Cl:21][C:22]1[CH:23]=[C:24]([C:28]#[N:29])[N:25]([CH2:4][CH2:3][CH:2]([N:10]2[C:18](=[O:19])[C:17]3[C:12](=[CH:13][CH:14]=[CH:15][CH:16]=3)[C:11]2=[O:20])[CH3:1])[C:26]=1[CH3:27], predict the reactants needed to synthesize it. The reactants are: [CH3:1][CH:2]([N:10]1[C:18](=[O:19])[C:17]2[C:12](=[CH:13][CH:14]=[CH:15][CH:16]=2)[C:11]1=[O:20])[CH:3](OS(C)(=O)=O)[CH3:4].[Cl:21][C:22]1[CH:23]=[C:24]([C:28]#[N:29])[NH:25][C:26]=1[CH3:27].C([O-])([O-])=O.[K+].[K+]. (3) Given the product [Br:8][C:5]1[N:4]=[C:3]([C:9]2[O:11][C:17]([C:13]3[S:12][CH:16]=[CH:15][CH:14]=3)=[N:19][N:20]=2)[C:2]([NH2:1])=[N:7][CH:6]=1, predict the reactants needed to synthesize it. The reactants are: [NH2:1][C:2]1[C:3]([C:9]([OH:11])=O)=[N:4][C:5]([Br:8])=[CH:6][N:7]=1.[S:12]1[CH:16]=[CH:15][CH:14]=[C:13]1[C:17]([NH:19][NH2:20])=O.BrP(Br)(C1C=CC=CC=1)(C1C=CC=CC=1)C1C=CC=CC=1.CCN(C(C)C)C(C)C. (4) The reactants are: C[O:2][C:3](=[O:45])[CH2:4][CH:5]([C:15]([CH:19]([NH:27][C:28](=[O:44])[C:29]1[CH:34]=[CH:33][CH:32]=[C:31]([C:35](=[O:43])[N:36]([CH2:40][CH2:41][CH3:42])[CH2:37][CH2:38][CH3:39])[CH:30]=1)[CH2:20][C:21]1[CH:26]=[CH:25][CH:24]=[CH:23][CH:22]=1)([OH:18])[PH2:16]=[O:17])[C:6]([NH:8][C:9]1[CH:14]=[CH:13][CH:12]=[CH:11][CH:10]=1)=[O:7].[OH-].[Na+]. Given the product [CH2:40]([N:36]([CH2:37][CH2:38][CH3:39])[C:35]([C:31]1[CH:30]=[C:29]([CH:34]=[CH:33][CH:32]=1)[C:28]([NH:27][CH:19]([C:15]([OH:18])([PH2:16]=[O:17])[CH:5]([C:6]([NH:8][C:9]1[CH:10]=[CH:11][CH:12]=[CH:13][CH:14]=1)=[O:7])[CH2:4][C:3]([OH:45])=[O:2])[CH2:20][C:21]1[CH:22]=[CH:23][CH:24]=[CH:25][CH:26]=1)=[O:44])=[O:43])[CH2:41][CH3:42], predict the reactants needed to synthesize it. (5) Given the product [O:7]=[C:4]1[O:5][N:3]=[C:33]([C:28]2[CH:29]=[CH:30][CH:31]=[CH:32][C:27]=2[C:24]2[CH:23]=[CH:22][C:21]([CH2:20][C:19]3[C:14](=[O:13])[N:15]([CH:41]4[CH2:46][CH2:45][CH2:44][O:43][CH2:42]4)[C:16]4[N:17]([N:38]=[CH:39][N:40]=4)[C:18]=3[CH2:35][CH2:36][CH3:37])=[CH:26][CH:25]=2)[NH:34]1, predict the reactants needed to synthesize it. The reactants are: [Cl-].O[NH3+:3].[C:4](=[O:7])([O-])[OH:5].[Na+].CS(C)=O.[O:13]=[C:14]1[C:19]([CH2:20][C:21]2[CH:26]=[CH:25][C:24]([C:27]3[C:28]([C:33]#[N:34])=[CH:29][CH:30]=[CH:31][CH:32]=3)=[CH:23][CH:22]=2)=[C:18]([CH2:35][CH2:36][CH3:37])[N:17]2[N:38]=[CH:39][N:40]=[C:16]2[N:15]1[CH:41]1[CH2:46][CH2:45][CH2:44][O:43][CH2:42]1. (6) Given the product [CH:16]1([CH2:15][C:13]2[CH:12]=[CH:11][C:10]([N:21]3[S:25](=[O:27])(=[O:26])[NH:24][C:23](=[O:28])[CH2:22]3)=[C:9]([OH:8])[CH:14]=2)[CH2:17][CH2:18][CH2:19][CH2:20]1, predict the reactants needed to synthesize it. The reactants are: C([O:8][C:9]1[CH:14]=[C:13]([CH2:15][CH:16]2[CH2:20][CH2:19][CH2:18][CH2:17]2)[CH:12]=[CH:11][C:10]=1[N:21]1[S:25](=[O:27])(=[O:26])[NH:24][C:23](=[O:28])[CH2:22]1)C1C=CC=CC=1.O.